Dataset: Forward reaction prediction with 1.9M reactions from USPTO patents (1976-2016). Task: Predict the product of the given reaction. (1) Given the reactants [CH:1]1[C:10]2[C:11]3[CH2:17][CH2:16][NH:15][CH2:14][CH2:13][C:12]=3[N:8]3[C:9]=2[C:4]([CH2:5][CH2:6][CH2:7]3)=[CH:3][CH:2]=1.[BH3-]C#N.[Na+].Cl.[C:23](O[C:23]([O:25][C:26]([CH3:29])([CH3:28])[CH3:27])=[O:24])([O:25][C:26]([CH3:29])([CH3:28])[CH3:27])=[O:24], predict the reaction product. The product is: [CH:1]1[C:10]2[CH:11]3[CH2:17][CH2:16][N:15]([C:23]([O:25][C:26]([CH3:29])([CH3:28])[CH3:27])=[O:24])[CH2:14][CH2:13][CH:12]3[N:8]3[C:9]=2[C:4]([CH2:5][CH2:6][CH2:7]3)=[CH:3][CH:2]=1. (2) Given the reactants [C:1]([C:4]1[CH:13]([C:14]2[CH:21]=[CH:20][C:17]([C:18]#[N:19])=[CH:16][CH:15]=2)[C:12]2[C:11](=[O:22])[NH:10][CH:9]=[CH:8][C:7]=2[NH:6][C:5]=1[CH3:23])(=[O:3])[CH3:2].[H-].[Na+].I[CH:27]([CH3:29])[CH3:28].CO, predict the reaction product. The product is: [C:1]([C:4]1[CH:13]([C:14]2[CH:15]=[CH:16][C:17]([C:18]#[N:19])=[CH:20][CH:21]=2)[C:12]2[C:7](=[CH:8][CH:9]=[N:10][C:11]=2[O:22][CH:27]([CH3:29])[CH3:28])[NH:6][C:5]=1[CH3:23])(=[O:3])[CH3:2]. (3) Given the reactants C(OC(=O)[NH:7][CH2:8][CH2:9][CH2:10][CH2:11][CH:12]([NH:47][C:48](=[O:69])[CH2:49][CH2:50][NH:51][C:52]([C:54]1[CH:59]=[CH:58][C:57]([C:60]2[CH:65]=[CH:64][C:63]([CH2:66][CH2:67][CH3:68])=[CH:62][CH:61]=2)=[CH:56][CH:55]=1)=[O:53])[C:13]([N:15]([C@@H:17]1[C:34](=[O:35])[NH:33][C@@H:32]([CH3:36])[C:31](=[O:37])[NH:30][C@H:29]([C:38]([NH2:40])=[O:39])[CH2:28][C:27]2[CH:41]=[C:23]([C:24]([O:42][CH3:43])=[CH:25][CH:26]=2)[C:22]2=[CH:44][C:18]1=[CH:19][CH:20]=[C:21]2[O:45][CH3:46])[CH3:16])=[O:14])(C)(C)C, predict the reaction product. The product is: [NH2:7][CH2:8][CH2:9][CH2:10][CH2:11][CH:12]([NH:47][C:48](=[O:69])[CH2:49][CH2:50][NH:51][C:52]([C:54]1[CH:55]=[CH:56][C:57]([C:60]2[CH:61]=[CH:62][C:63]([CH2:66][CH2:67][CH3:68])=[CH:64][CH:65]=2)=[CH:58][CH:59]=1)=[O:53])[C:13]([N:15]([CH3:16])[C@H:17]1[C:18]2[CH:44]=[C:22]([C:21]([O:45][CH3:46])=[CH:20][CH:19]=2)[C:23]2=[CH:41][C:27](=[CH:26][CH:25]=[C:24]2[O:42][CH3:43])[CH2:28][C@@H:29]([C:38]([NH2:40])=[O:39])[NH:30][C:31](=[O:37])[C@H:32]([CH3:36])[NH:33][C:34]1=[O:35])=[O:14]. (4) Given the reactants [CH3:1][O:2][C:3]1[CH:4]=[C:5]([OH:11])[CH:6]=[CH:7][C:8]=1[O:9][CH3:10].[H-].[Na+].[CH:14]1([N:17]2[C:21](=[O:22])[CH:20]=[C:19]([NH:23][C:24]3[C:31](F)=[CH:30][CH:29]=[CH:28][C:25]=3[C:26]#[N:27])[CH2:18]2)[CH2:16]C1, predict the reaction product. The product is: [NH2:27][C:26]1[C:25]2[CH:28]=[CH:29][CH:30]=[C:31]([O:11][C:5]3[CH:6]=[CH:7][C:8]([O:9][CH3:10])=[C:3]([O:2][CH3:1])[CH:4]=3)[C:24]=2[N:23]=[C:19]2[CH2:18][N:17]([CH2:14][CH3:16])[C:21](=[O:22])[C:20]=12. (5) Given the reactants [O:1]1[CH2:21][C@@H:2]1[CH2:3][O:4][C:5]1[C:6](C=O)=[C:7]2[C:11](=[CH:12][CH:13]=1)[NH:10][C:9]([C:14]([O:16][CH2:17][CH3:18])=[O:15])=[CH:8]2.ClC1C=C(C=CC=1)[C:26]([O:28]O)=[O:27].FC(F)(F)C(O)=O, predict the reaction product. The product is: [O:1]1[CH2:21][C@@H:2]1[CH2:3][O:4][C:5]1[C:6]([O:28][CH:26]=[O:27])=[C:7]2[C:11](=[CH:12][CH:13]=1)[NH:10][C:9]([C:14]([O:16][CH2:17][CH3:18])=[O:15])=[CH:8]2.